Dataset: TCR-epitope binding with 47,182 pairs between 192 epitopes and 23,139 TCRs. Task: Binary Classification. Given a T-cell receptor sequence (or CDR3 region) and an epitope sequence, predict whether binding occurs between them. (1) The TCR CDR3 sequence is CASSPGTGMEDTQYF. The epitope is VLAWLYAAV. Result: 0 (the TCR does not bind to the epitope). (2) The epitope is SGPLKAEIAQRLED. The TCR CDR3 sequence is CASSQPSRGNQETQYF. Result: 1 (the TCR binds to the epitope). (3) The epitope is KLNVGDYFV. The TCR CDR3 sequence is CANAREGQTEAFF. Result: 1 (the TCR binds to the epitope). (4) The epitope is KRWIILGLNK. The TCR CDR3 sequence is CASSVRTGELFF. Result: 1 (the TCR binds to the epitope). (5) The epitope is FLPRVFSAV. The TCR CDR3 sequence is CASSLDREGLVTGELFF. Result: 1 (the TCR binds to the epitope). (6) The epitope is VLWAHGFEL. The TCR CDR3 sequence is CASNLHPQAPLNGYTF. Result: 1 (the TCR binds to the epitope). (7) The epitope is VLWAHGFEL. The TCR CDR3 sequence is CASSLGLDTGELFF. Result: 1 (the TCR binds to the epitope).